From a dataset of Full USPTO retrosynthesis dataset with 1.9M reactions from patents (1976-2016). Predict the reactants needed to synthesize the given product. (1) Given the product [O:4]1[C:5]2[CH:11]=[CH:10][C:9]([C:12]([O:14][CH3:15])=[O:13])=[CH:8][C:6]=2[NH:7][CH2:2][CH2:3]1.[O:4]1[C:5]2[CH:11]=[CH:10][C:9]([CH2:12][OH:13])=[CH:8][C:6]=2[NH:7][CH2:2][CH2:3]1, predict the reactants needed to synthesize it. The reactants are: O=[C:2]1[NH:7][C:6]2[CH:8]=[C:9]([C:12]([O:14][CH3:15])=[O:13])[CH:10]=[CH:11][C:5]=2[O:4][CH2:3]1.B.O1CCCC1. (2) The reactants are: Cl[C:2]1[N:3]=[CH:4][CH:5]=[C:6]2[CH:10]=[CH:9][NH:8][C:7]=12.[CH:11]1([C:14]([NH2:16])=[O:15])[CH2:13][CH2:12]1. Given the product [NH:8]1[C:7]2=[C:2]([NH:16][C:14]([CH:11]3[CH2:13][CH2:12]3)=[O:15])[N:3]=[CH:4][CH:5]=[C:6]2[CH:10]=[CH:9]1, predict the reactants needed to synthesize it. (3) Given the product [CH:1]1([CH2:4][N:5]([CH3:6])[S:20]([N:15]2[CH:19]=[CH:18][N:17]=[CH:16]2)(=[O:22])=[O:21])[CH2:3][CH2:2]1, predict the reactants needed to synthesize it. The reactants are: [CH:1]1([CH2:4][NH:5][CH3:6])[CH2:3][CH2:2]1.FC(F)(F)S([O-])(=O)=O.[N:15]1([S:20](N2C=C[NH+](C)C2)(=[O:22])=[O:21])[CH:19]=[CH:18][N:17]=[CH:16]1. (4) Given the product [CH3:23][C:19]1[C:18]([O:24][CH2:25][C:26]#[CH:27])=[C:17]([CH:22]=[CH:21][CH:20]=1)[C:16]([NH:15][C:6]1([C:4]([OH:5])=[O:3])[CH2:14][C:13]2[C:8](=[CH:9][CH:10]=[CH:11][CH:12]=2)[CH2:7]1)=[O:28], predict the reactants needed to synthesize it. The reactants are: C([O:3][C:4]([C:6]1([NH:15][C:16](=[O:28])[C:17]2[CH:22]=[CH:21][CH:20]=[C:19]([CH3:23])[C:18]=2[O:24][CH2:25][C:26]#[CH:27])[CH2:14][C:13]2[C:8](=[CH:9][CH:10]=[CH:11][CH:12]=2)[CH2:7]1)=[O:5])C.O1CCOCC1.CO.[Li+].[OH-]. (5) Given the product [Cl:24][C:11]1[C:12]([OH:13])=[C:3]([CH2:1][CH3:2])[CH:4]=[C:5]2[C:10]=1[O:9][CH:8]([C:14]([F:15])([F:16])[F:17])[C:7]([C:18]([OH:20])=[O:19])=[CH:6]2, predict the reactants needed to synthesize it. The reactants are: [CH2:1]([C:3]1[CH:4]=[C:5]2[C:10](=[CH:11][C:12]=1[OH:13])[O:9][CH:8]([C:14]([F:17])([F:16])[F:15])[C:7]([C:18]([OH:20])=[O:19])=[CH:6]2)[CH3:2].S(Cl)([Cl:24])(=O)=O. (6) Given the product [CH3:31][C:32]([CH3:63])([CH2:37][C:38]1[S:39][C:40]([C:43]2[CH:44]=[CH:45][C:46]([NH:49][C:50]([NH:52][C:53]3[CH:58]=[CH:57][C:56]([C:59]([F:61])([F:60])[F:62])=[CH:55][CH:54]=3)=[O:51])=[CH:47][CH:48]=2)=[CH:41][N:42]=1)[C:33]([OH:35])=[O:34], predict the reactants needed to synthesize it. The reactants are: FC(F)(F)C1C=C(NC(=O)NC2C=CC(C3SC(CCC(O)=O)=NC=3)=CC=2)C=CC=1.[CH3:31][C:32]([CH3:63])([CH2:37][C:38]1[S:39][C:40]([C:43]2[CH:48]=[CH:47][C:46]([NH:49][C:50]([NH:52][C:53]3[CH:58]=[CH:57][C:56]([C:59]([F:62])([F:61])[F:60])=[CH:55][CH:54]=3)=[O:51])=[CH:45][CH:44]=2)=[CH:41][N:42]=1)[C:33]([O:35]C)=[O:34]. (7) Given the product [CH:24]1([CH2:30][NH:1][C:2]2[CH:3]=[C:4]([C:8]3[N:13]4[N:14]=[CH:15][C:16]([C:17]([C:19]5[S:20][CH:21]=[CH:22][CH:23]=5)=[O:18])=[C:12]4[N:11]=[CH:10][CH:9]=3)[CH:5]=[CH:6][CH:7]=2)[CH2:29][CH2:28][CH2:27][CH2:26][CH2:25]1, predict the reactants needed to synthesize it. The reactants are: [NH2:1][C:2]1[CH:3]=[C:4]([C:8]2[N:13]3[N:14]=[CH:15][C:16]([C:17]([C:19]4[S:20][CH:21]=[CH:22][CH:23]=4)=[O:18])=[C:12]3[N:11]=[CH:10][CH:9]=2)[CH:5]=[CH:6][CH:7]=1.[CH:24]1([CH:30]=O)[CH2:29][CH2:28][CH2:27][CH2:26][CH2:25]1.